Task: Predict the product of the given reaction.. Dataset: Forward reaction prediction with 1.9M reactions from USPTO patents (1976-2016) (1) Given the reactants [Br:1][C:2]1[C:11]([F:12])=[CH:10][C:9]2[O:8][C@H:7]3[CH2:13][CH2:14][CH2:15][O:16][C@@H:6]3[C@@:5]3([C:20](=[O:21])[NH:19][C:18](=[O:22])[NH:17]3)[C:4]=2[CH:3]=1.Br[C:24]1C=CC2O[C@H]3CCCO[C@@H]3[C@]3(C(=O)NC(=O)N3)C=2C=1.Br[C:45]1C=CC2O[C@H]3CCCO[C@@H]3[C@@]3(C(=O)NC(=O)N3)C=2C=1, predict the reaction product. The product is: [Br:1][C:2]1[C:11]([F:12])=[CH:10][C:9]2[O:8][C@H:7]3[CH2:13][CH2:14][CH2:15][O:16][C@@H:6]3[C@:5]3([C:20](=[O:21])[N:19]([CH3:24])[C:18](=[O:22])[NH:17]3)[C:4]=2[CH:3]=1.[Br:1][C:2]1[C:11]([F:12])=[CH:10][C:9]2[O:8][C@H:7]3[CH2:13][CH2:14][CH2:15][O:16][C@@H:6]3[C@@:5]3([C:20](=[O:21])[N:19]([CH3:45])[C:18](=[O:22])[NH:17]3)[C:4]=2[CH:3]=1. (2) Given the reactants C([O:3][C:4](=O)[CH:5]([N:13]1[C:17]2[CH:18]=[C:19]([F:23])[C:20]([F:22])=[CH:21][C:16]=2[N:15]=[C:14]1[C:24]1[CH:29]=[CH:28][C:27]([Cl:30])=[CH:26][CH:25]=1)[CH:6]1[CH2:12][CH2:11][CH2:10][CH2:9][CH2:8][CH2:7]1)C.[H-].[Al+3].[Li+].[H-].[H-].[H-].C(C(C(C([O-])=O)O)O)([O-])=O.[K+].[Na+].C(OCC)(=O)C, predict the reaction product. The product is: [Cl:30][C:27]1[CH:28]=[CH:29][C:24]([C:14]2[N:13]([CH:5]([CH:6]3[CH2:12][CH2:11][CH2:10][CH2:9][CH2:8][CH2:7]3)[CH2:4][OH:3])[C:17]3[CH:18]=[C:19]([F:23])[C:20]([F:22])=[CH:21][C:16]=3[N:15]=2)=[CH:25][CH:26]=1. (3) Given the reactants [CH3:1][C:2]1[N:7]=[C:6]([C:8]([OH:10])=O)[C:5]([O:11][CH:12]([CH3:14])[CH3:13])=[CH:4][CH:3]=1.[CH3:15][C:16]1[C:17]2[N:18]([CH:22]=[C:23]([CH2:25][C@@H:26]3[CH2:31][CH2:30][CH2:29][CH2:28][NH:27]3)[N:24]=2)[CH:19]=[CH:20][CH:21]=1, predict the reaction product. The product is: [CH3:15][C:16]1[C:17]2[N:18]([CH:22]=[C:23]([CH2:25][C@@H:26]3[CH2:31][CH2:30][CH2:29][CH2:28][N:27]3[C:8]([C:6]3[C:5]([O:11][CH:12]([CH3:14])[CH3:13])=[CH:4][CH:3]=[C:2]([CH3:1])[N:7]=3)=[O:10])[N:24]=2)[CH:19]=[CH:20][CH:21]=1. (4) Given the reactants [F:1][C:2]1[CH:3]=[C:4]2[C:8](=[CH:9][CH:10]=1)[NH:7][N:6]=[C:5]2[I:11].[C:12]([N:19]1[CH2:23][CH2:22][C@H:21](O)[CH2:20]1)([O:14][C:15]([CH3:18])([CH3:17])[CH3:16])=[O:13], predict the reaction product. The product is: [F:1][C:2]1[CH:3]=[C:4]2[C:8](=[CH:9][CH:10]=1)[N:7]([C@@H:22]1[CH2:21][CH2:20][N:19]([C:12]([O:14][C:15]([CH3:18])([CH3:17])[CH3:16])=[O:13])[CH2:23]1)[N:6]=[C:5]2[I:11]. (5) Given the reactants [Si]([O:8][CH:9]1[CH2:14][CH2:13][CH:12]([N:15]2[CH2:18][C:17]([N:22]3[CH2:27][CH2:26][CH:25]([N:28]([C@@H:35]4[CH2:37][C@H:36]4[C:38]4[CH:43]=[CH:42][CH:41]=[CH:40][CH:39]=4)[C:29](=[O:34])[C:30]([F:33])([F:32])[F:31])[CH2:24][CH2:23]3)([CH2:19][C:20]#[N:21])[CH2:16]2)[CH2:11][CH2:10]1)(C(C)(C)C)(C)C.Cl.O1CCOCC1, predict the reaction product. The product is: [C:20]([CH2:19][C:17]1([N:22]2[CH2:27][CH2:26][CH:25]([N:28]([C@@H:35]3[CH2:37][C@H:36]3[C:38]3[CH:39]=[CH:40][CH:41]=[CH:42][CH:43]=3)[C:29](=[O:34])[C:30]([F:32])([F:33])[F:31])[CH2:24][CH2:23]2)[CH2:16][N:15]([CH:12]2[CH2:13][CH2:14][CH:9]([OH:8])[CH2:10][CH2:11]2)[CH2:18]1)#[N:21]. (6) Given the reactants O.[Cl:2][C:3]1[CH:8]=[CH:7][C:6]([C:9]([C:18]2[CH:23]=[CH:22][C:21]([Cl:24])=[CH:20][CH:19]=2)([CH2:15][C:16]#[N:17])[C:10](OCC)=[O:11])=[CH:5][CH:4]=1.N.CO, predict the reaction product. The product is: [Cl:2][C:3]1[CH:8]=[CH:7][C:6]([C:9]2([C:18]3[CH:23]=[CH:22][C:21]([Cl:24])=[CH:20][CH:19]=3)[CH2:15][CH2:16][NH:17][C:10]2=[O:11])=[CH:5][CH:4]=1.